Predict the reaction yield, written as a fraction of the theoretical maximum amount of product (1.0 means a 100% yield; for example, 0.34 means a 34% yield). From a dataset of Reaction yield outcomes from USPTO patents with 853,638 reactions. (1) The reactants are [Cl:1][CH2:2][CH2:3][CH2:4][CH2:5][CH2:6][CH2:7][C:8]#[C:9][CH:10](OCC)[O:11]CC.O. The yield is 0.969. The catalyst is C1(C)C=CC(S(O)(=O)=O)=CC=1.O1CCCC1. The product is [Cl:1][CH2:2][CH2:3][CH2:4][CH2:5][CH2:6][CH2:7][C:8]#[C:9][CH:10]=[O:11]. (2) The reactants are [Br:1]N1C(=O)CCC1=O.[Br:9][C:10]1[C:11]([F:17])=[N:12][CH:13]=[C:14]([CH3:16])[CH:15]=1. The catalyst is C(Cl)(Cl)(Cl)Cl.C(OOC(=O)C1C=CC=CC=1)(=O)C1C=CC=CC=1. The yield is 0.212. The product is [Br:9][C:10]1[C:11]([F:17])=[N:12][CH:13]=[C:14]([CH2:16][Br:1])[CH:15]=1. (3) The reactants are [CH3:1][C:2]1[NH:10][C:5]2=[CH:6][N:7]=[CH:8][CH:9]=[C:4]2[C:3]=1[C:11]([O:13][CH3:14])=[O:12].[H-].[Na+].Br[CH:18]([C:20]1[CH:25]=[CH:24][CH:23]=[CH:22][CH:21]=1)[CH3:19].[NH4+].[Cl-]. The catalyst is CN(C)C=O. The product is [CH3:1][C:2]1[N:10]([CH:18]([C:20]2[CH:25]=[CH:24][CH:23]=[CH:22][CH:21]=2)[CH3:19])[C:5]2=[CH:6][N:7]=[CH:8][CH:9]=[C:4]2[C:3]=1[C:11]([O:13][CH3:14])=[O:12]. The yield is 0.940.